Predict which catalyst facilitates the given reaction. From a dataset of Catalyst prediction with 721,799 reactions and 888 catalyst types from USPTO. Reactant: C([O:8][CH2:9][CH2:10][CH2:11][C:12]1[CH:43]=[CH:42][C:15]([CH2:16][C@H:17]([C:35]([O:37][C:38]([CH3:41])([CH3:40])[CH3:39])=[O:36])[CH2:18][C@@H:19]([C:28]([O:30][C:31]([CH3:34])([CH3:33])[CH3:32])=[O:29])[NH:20][C:21]([O:23][C:24]([CH3:27])([CH3:26])[CH3:25])=[O:22])=[CH:14][CH:13]=1)C1C=CC=CC=1. Product: [C:24]([O:23][C:21]([NH:20][C@H:19]([C:28]([O:30][C:31]([CH3:34])([CH3:33])[CH3:32])=[O:29])[CH2:18][C@H:17]([CH2:16][C:15]1[CH:42]=[CH:43][C:12]([CH2:11][CH2:10][CH2:9][OH:8])=[CH:13][CH:14]=1)[C:35]([O:37][C:38]([CH3:40])([CH3:39])[CH3:41])=[O:36])=[O:22])([CH3:25])([CH3:26])[CH3:27]. The catalyst class is: 19.